Dataset: TCR-epitope binding with 47,182 pairs between 192 epitopes and 23,139 TCRs. Task: Binary Classification. Given a T-cell receptor sequence (or CDR3 region) and an epitope sequence, predict whether binding occurs between them. The epitope is RLDKVEAEV. The TCR CDR3 sequence is CASSPASGYGYTF. Result: 1 (the TCR binds to the epitope).